From a dataset of Peptide-MHC class I binding affinity with 185,985 pairs from IEDB/IMGT. Regression. Given a peptide amino acid sequence and an MHC pseudo amino acid sequence, predict their binding affinity value. This is MHC class I binding data. (1) The MHC is HLA-A02:01 with pseudo-sequence HLA-A02:01. The peptide sequence is FVIVIYIFT. The binding affinity (normalized) is 0.247. (2) The peptide sequence is SIIPSGPLK. The MHC is HLA-A68:01 with pseudo-sequence HLA-A68:01. The binding affinity (normalized) is 0.437. (3) The peptide sequence is VIWGQVPKFHL. The MHC is Mamu-A02 with pseudo-sequence Mamu-A02. The binding affinity (normalized) is 0. (4) The peptide sequence is HVLSHNSYEK. The MHC is HLA-A68:01 with pseudo-sequence HLA-A68:01. The binding affinity (normalized) is 0.562. (5) The peptide sequence is MMNRDKIPIY. The MHC is HLA-A03:01 with pseudo-sequence HLA-A03:01. The binding affinity (normalized) is 0.359. (6) The peptide sequence is ILHCANFNV. The MHC is HLA-A01:01 with pseudo-sequence HLA-A01:01. The binding affinity (normalized) is 0.0847.